Task: Predict the reaction yield, written as a fraction of the theoretical maximum amount of product (1.0 means a 100% yield; for example, 0.34 means a 34% yield).. Dataset: Reaction yield outcomes from USPTO patents with 853,638 reactions The reactants are CN(C)/[CH:3]=[CH:4]/[C:5]1[C:15]([N+:16]([O-])=O)=[CH:14][C:13]([N+:19]([O-])=O)=[CH:12][C:6]=1[C:7]([O:9][CH2:10][CH3:11])=[O:8].Cl[Sn]Cl. The catalyst is C(O)C. The product is [NH2:19][C:13]1[CH:12]=[C:6]([C:7]([O:9][CH2:10][CH3:11])=[O:8])[C:5]2[CH:4]=[CH:3][NH:16][C:15]=2[CH:14]=1. The yield is 0.400.